This data is from Catalyst prediction with 721,799 reactions and 888 catalyst types from USPTO. The task is: Predict which catalyst facilitates the given reaction. (1) Reactant: [Cl:1][CH:2]([Cl:33])[C:3]([NH:5][CH2:6][C@@H:7]1[O:11][C:10](=[O:12])[N:9]([C:13]2[CH:18]=[CH:17][C:16]([CH:19]3[CH2:24][CH2:23][N:22]([C:25](=[O:31])[CH2:26][O:27]C(=O)C)[CH2:21][CH2:20]3)=[C:15]([F:32])[CH:14]=2)[CH2:8]1)=[O:4].C(=O)([O-])[O-].[K+].[K+]. Product: [Cl:33][CH:2]([Cl:1])[C:3]([NH:5][CH2:6][C@@H:7]1[O:11][C:10](=[O:12])[N:9]([C:13]2[CH:18]=[CH:17][C:16]([CH:19]3[CH2:20][CH2:21][N:22]([C:25](=[O:31])[CH2:26][OH:27])[CH2:23][CH2:24]3)=[C:15]([F:32])[CH:14]=2)[CH2:8]1)=[O:4]. The catalyst class is: 5. (2) Product: [CH3:1][C:2]1[C:6]([CH:7]([O:36][CH2:38][CH3:40])[C:8]2[O:9][C:10]3[CH:16]=[CH:15][C:14]([CH2:17][C:18]([NH:20][CH:21]([C:28]4[CH:33]=[CH:32][C:31]([CH3:34])=[CH:30][C:29]=4[CH3:35])[C:22]4[CH:27]=[CH:26][CH:25]=[CH:24][CH:23]=4)=[O:19])=[CH:13][C:11]=3[CH:12]=2)=[C:5]([CH3:37])[O:4][N:3]=1. Reactant: [CH3:1][C:2]1[C:6]([CH:7]([OH:36])[C:8]2[O:9][C:10]3[CH:16]=[CH:15][C:14]([CH2:17][C:18]([NH:20][CH:21]([C:28]4[CH:33]=[CH:32][C:31]([CH3:34])=[CH:30][C:29]=4[CH3:35])[C:22]4[CH:27]=[CH:26][CH:25]=[CH:24][CH:23]=4)=[O:19])=[CH:13][C:11]=3[CH:12]=2)=[C:5]([CH3:37])[O:4][N:3]=1.[C:38](O)([C:40](F)(F)F)=O.[SiH](CC)(CC)CC. The catalyst class is: 2.